Predict the product of the given reaction. From a dataset of Forward reaction prediction with 1.9M reactions from USPTO patents (1976-2016). (1) The product is: [Cl:15][C:11]1[C:12]([CH3:14])=[CH:13][C:8]2[N:7]=[C:19]([C:20]3[CH:25]=[CH:24][CH:23]=[C:22]([C:26]4[CH:31]=[CH:30][CH:29]=[CH:28][N:27]=4)[CH:21]=3)[CH2:18][C:17](=[O:33])[NH:16][C:9]=2[CH:10]=1. Given the reactants C(OC(=O)[NH:7][C:8]1[CH:13]=[C:12]([CH3:14])[C:11]([Cl:15])=[CH:10][C:9]=1[NH:16][C:17](=[O:33])[CH2:18][C:19](=O)[C:20]1[CH:25]=[CH:24][CH:23]=[C:22]([C:26]2[CH:31]=[CH:30][CH:29]=[CH:28][N:27]=2)[CH:21]=1)(C)(C)C.C(O)(C(F)(F)F)=O, predict the reaction product. (2) Given the reactants C(O[C:4]([C:6]1[CH:11]=CC(B(O)O)=C[CH:7]=1)=O)C.NC1CC(C(N(CCC)CCC)=O)=CC2C=CC(Br)=CC=2N=1.COC(C1C=CC(B(O)O)=CC=1)=O.[C:50](=[O:53])([O-])[O-:51].[K+].[K+].[C:56]([O:60][C:61]([NH:63][C:64]1[CH2:65][C:66]([C:86](=[O:102])[N:87]([CH2:91][CH2:92][CH2:93][O:94][Si:95]([C:98]([CH3:101])([CH3:100])[CH3:99])([CH3:97])[CH3:96])[CH2:88][CH2:89][CH3:90])=[CH:67][C:68]2[CH:74]=[CH:73][C:72]([C:75]3[CH:85]=[CH:84][C:78]([C:79]([O:81][CH2:82][CH3:83])=[O:80])=[CH:77][CH:76]=3)=[CH:71][C:69]=2[N:70]=1)=[O:62])([CH3:59])([CH3:58])[CH3:57], predict the reaction product. The product is: [NH2:63][C:64]1[CH2:65][C:66]([C:86](=[O:102])[N:87]([CH2:91][CH2:92][CH2:93][OH:94])[CH2:88][CH2:89][CH3:90])=[CH:67][C:68]2[CH:74]=[CH:73][C:72]([C:75]3[CH:85]=[CH:84][C:78]([CH2:79][C:50]([O:51][CH2:4][CH:6]([CH3:11])[CH3:7])=[O:53])=[CH:77][CH:76]=3)=[CH:71][C:69]=2[N:70]=1.[C:56]([O:60][C:61]([NH:63][C:64]1[CH2:65][C:66]([C:86](=[O:102])[N:87]([CH2:91][CH2:92][CH2:93][O:94][Si:95]([C:98]([CH3:99])([CH3:101])[CH3:100])([CH3:96])[CH3:97])[CH2:88][CH2:89][CH3:90])=[CH:67][C:68]2[CH:74]=[CH:73][C:72]([C:75]3[CH:85]=[CH:84][C:78]([C:79]([O:81][CH2:82][CH3:83])=[O:80])=[CH:77][CH:76]=3)=[CH:71][C:69]=2[N:70]=1)=[O:62])([CH3:57])([CH3:58])[CH3:59]. (3) Given the reactants [CH3:1][O:2][C:3]1[CH:11]=[CH:10][C:6]([C:7]([OH:9])=O)=[CH:5][C:4]=1[N+:12]([O-:14])=[O:13].[C:15]1([C:21]2[S:25][C:24]([NH2:26])=[N:23][N:22]=2)[CH:20]=[CH:19][CH:18]=[CH:17][CH:16]=1.F[P-](F)(F)(F)(F)F.N1(O[P+](N2CCCC2)(N2CCCC2)N2CCCC2)C2C=CC=CC=2N=N1.C(N(CC)C(C)C)(C)C, predict the reaction product. The product is: [CH3:1][O:2][C:3]1[CH:11]=[CH:10][C:6]([C:7]([NH:26][C:24]2[S:25][C:21]([C:15]3[CH:20]=[CH:19][CH:18]=[CH:17][CH:16]=3)=[N:22][N:23]=2)=[O:9])=[CH:5][C:4]=1[N+:12]([O-:14])=[O:13]. (4) Given the reactants O[C:2]1([C:18]2[CH:23]=[CH:22][CH:21]=[C:20]([O:24][C:25]([F:28])([F:27])[F:26])[CH:19]=2)[CH2:5][C:4]2([CH2:10][CH2:9][N:8]([C:11]([O:13][C:14]([CH3:17])([CH3:16])[CH3:15])=[O:12])[CH2:7][CH2:6]2)[CH2:3]1.C(N(S(F)(F)[F:35])CC)C, predict the reaction product. The product is: [F:35][C:2]1([C:18]2[CH:23]=[CH:22][CH:21]=[C:20]([O:24][C:25]([F:28])([F:27])[F:26])[CH:19]=2)[CH2:5][C:4]2([CH2:10][CH2:9][N:8]([C:11]([O:13][C:14]([CH3:17])([CH3:16])[CH3:15])=[O:12])[CH2:7][CH2:6]2)[CH2:3]1.